Dataset: Full USPTO retrosynthesis dataset with 1.9M reactions from patents (1976-2016). Task: Predict the reactants needed to synthesize the given product. (1) Given the product [F:1][C:2]1[CH:3]=[CH:4][C:5]([O:19][CH3:20])=[C:6]([C:8]([CH3:18])([CH3:17])[CH2:9][C:10]([OH:11])([C:13]([F:16])([F:15])[F:14])[CH2:12][NH:21][C:22]2[CH:30]=[CH:29][CH:28]=[C:27]3[C:23]=2[CH:24]=[N:25][N:26]3[C:31]2[CH:32]=[C:33]([CH:39]=[CH:40][CH:41]=2)[C:34]([O:36][CH2:37][CH3:38])=[O:35])[CH:7]=1, predict the reactants needed to synthesize it. The reactants are: [F:1][C:2]1[CH:3]=[CH:4][C:5]([O:19][CH3:20])=[C:6]([C:8]([CH3:18])([CH3:17])[CH2:9][C:10]2([C:13]([F:16])([F:15])[F:14])[CH2:12][O:11]2)[CH:7]=1.[NH2:21][C:22]1[CH:30]=[CH:29][CH:28]=[C:27]2[C:23]=1[CH:24]=[N:25][N:26]2[C:31]1[CH:32]=[C:33]([CH:39]=[CH:40][CH:41]=1)[C:34]([O:36][CH2:37][CH3:38])=[O:35]. (2) The reactants are: Br[C:2]1[CH:16]=[CH:15][C:5]2[N:6]([CH:9]3[CH2:14][CH2:13][CH2:12][CH2:11][O:10]3)[CH:7]=[N:8][C:4]=2[C:3]=1[F:17].CCCCCC.CN([CH:27]=[O:28])C. Given the product [F:17][C:3]1[C:4]2[N:8]=[CH:7][N:6]([CH:9]3[CH2:14][CH2:13][CH2:12][CH2:11][O:10]3)[C:5]=2[CH:15]=[CH:16][C:2]=1[CH:27]=[O:28], predict the reactants needed to synthesize it. (3) Given the product [Br:6][C:7]1[CH:12]=[CH:11][C:10]([CH:13]([C:22]2[CH:27]=[CH:26][CH:25]=[CH:24][C:23]=2[CH3:28])[CH2:14][C:15]([OH:17])=[O:16])=[CH:9][CH:8]=1, predict the reactants needed to synthesize it. The reactants are: S(=O)(=O)(O)O.[Br:6][C:7]1[CH:12]=[CH:11][C:10]([CH:13]([C:22]2[CH:27]=[CH:26][CH:25]=[CH:24][C:23]=2[CH3:28])[CH:14](C#N)[C:15]([O:17]CC)=[O:16])=[CH:9][CH:8]=1.C(O)(=O)C. (4) Given the product [C:1]([C:4]1[C:9]([C:10]2[CH:15]=[CH:14][CH:13]=[CH:12][CH:11]=2)=[N:8][N:7]([CH2:16][CH3:17])[C:6](=[O:18])[C:5]=1[NH:19][C:30]1[N:22]=[CH:23][N:24]=[C:25]2[C:29]=1[N:28]=[CH:27][NH:26]2)(=[O:3])[CH3:2], predict the reactants needed to synthesize it. The reactants are: [C:1]([C:4]1[C:9]([C:10]2[CH:15]=[CH:14][CH:13]=[CH:12][CH:11]=2)=[N:8][N:7]([CH2:16][CH3:17])[C:6](=[O:18])[C:5]=1[N+:19]([O-])=O)(=[O:3])[CH3:2].[N:22]1[C:30](N)=[C:29]2[C:25]([N:26]=[CH:27][NH:28]2)=[N:24][CH:23]=1. (5) Given the product [C:11]([O:12][CH2:34][CH:29]([CH2:31][OH:33])[OH:30])(=[O:72])[CH2:9][CH2:7][CH2:5][CH2:3][CH2:2][CH2:44][CH2:45][CH2:47][CH2:49][CH2:62][CH2:64][CH2:22][CH2:20][CH2:18][CH2:16][CH2:14][CH3:13].[CH3:94][CH2:95][CH2:96][CH2:97][CH2:98][CH2:99][CH2:100][CH2:101][CH2:102][CH2:103][CH2:104][CH2:105][CH2:2][CH2:3][CH2:5][CH2:7][CH2:9][C:11]([O:12][CH:29]([CH2:31][O:33][C:22]([CH2:20][CH2:18][CH2:16][CH2:14][CH2:13][CH2:66][CH2:67][CH2:68][CH2:69][CH2:70][CH2:60][CH2:58][CH2:56][CH2:54][CH2:52][CH3:51])=[O:23])[CH2:34][CH3:35])=[O:127], predict the reactants needed to synthesize it. The reactants are: O=[CH:2][C@@H:3]([C@H:5]([C@@H:7]([C@@H:9]([CH2:11][OH:12])O)O)O)O.[CH2:13](O)[C@H:14]([C@H:16]([C@@H:18]([C@@H:20]([CH2:22][OH:23])O)O)O)O.[Cl-].[Na+].C([O-])(=O)C[C:29]([CH2:34][C:35]([O-])=O)([C:31]([O-:33])=O)[OH:30].[Na+].[Na+].[Na+].O[CH:44]1O[C@H:62]([CH2:64]O)[C@@H:49](O[C@@H:51]2O[C@H:58]([CH2:60]O)[C@H:56](O)[C@H:54](O)[C@H:52]2O)[C@H:47](O)[C@H:45]1O.[CH2:66](O)[C@H:67]1[O:72][C@H](O[C@]2(CO)O[C@H](CO)[C@@H](O)[C@@H]2O)[C@H:70](O)[C@@H:69](O)[C@@H:68]1O.C(O)(=O)CCCC[CH2:94][CH2:95][CH2:96][CH2:97][CH2:98][CH2:99][CH2:100][CH2:101][CH2:102][CH2:103][CH2:104][CH2:105]C.C([O-])(=[O:127])CCCCCCCCCCCCCCCCC.[Mg+2].C([O-])(=O)CCCCCCCCCCCCCCCCC.[O-2].[Mg+2].C([O-])(=O)C.[NH4+]. (6) Given the product [CH3:1][O:2][C:3]1[CH:8]=[CH:7][CH:6]=[CH:5][C:4]=1[S:9][C:10]1[CH:15]=[CH:14][C:13](/[CH:16]=[CH:17]/[C:18]([N:20]2[CH2:31][CH2:30][C:23]([NH2:27])([C:24]([OH:34])=[O:29])[CH2:22][CH2:21]2)=[O:19])=[C:12]([Cl:32])[C:11]=1[Cl:33], predict the reactants needed to synthesize it. The reactants are: [CH3:1][O:2][C:3]1[CH:8]=[CH:7][CH:6]=[CH:5][C:4]=1[S:9][C:10]1[CH:15]=[CH:14][C:13](/[CH:16]=[CH:17]/[C:18]([N:20]2[CH2:31][CH2:30][C:23]3([NH:27]C(=O)N[C:24]3=[O:29])[CH2:22][CH2:21]2)=[O:19])=[C:12]([Cl:32])[C:11]=1[Cl:33].[O:34](C(OC(C)(C)C)=O)C(OC(C)(C)C)=O.C(N(CC)CC)C.[OH-].[Na+]. (7) Given the product [Cl:1][C:2]1[N:3]([C:17]2[CH:18]=[CH:19][CH:20]=[CH:21][CH:22]=2)[C:4]([CH2:11][CH2:12][CH2:13][CH2:14][O:15][CH3:16])=[C:5]([C:7]([OH:9])=[O:8])[N:6]=1, predict the reactants needed to synthesize it. The reactants are: [Cl:1][C:2]1[N:3]([C:17]2[CH:22]=[CH:21][CH:20]=[CH:19][CH:18]=2)[C:4]([CH2:11][CH2:12][CH2:13][CH2:14][O:15][CH3:16])=[C:5]([C:7]([O:9]C)=[O:8])[N:6]=1.[OH-].[Na+]. (8) Given the product [NH2:11][C:9]1[CH:8]=[C:7]([CH3:12])[N:6]=[C:5]2[S:4][C:3]([CH3:13])=[C:2]([C:20]#[N:21])[C:10]=12, predict the reactants needed to synthesize it. The reactants are: Br[C:2]1[C:10]2[C:9]([NH2:11])=[CH:8][C:7]([CH3:12])=[N:6][C:5]=2[S:4][C:3]=1[CH3:13].C(OCC)(=O)C.[CH3:20][N:21](C=O)C. (9) Given the product [OH:13][C:11]1[C:10]2[C:9](=[CH:19][CH:18]=[CH:17][CH:16]=2)[N:8]([O:20][CH2:21][CH2:22][CH3:23])[C:6](=[O:7])[C:5]=1[C:4]([O:3][CH2:1][CH3:2])=[O:24], predict the reactants needed to synthesize it. The reactants are: [CH2:1]([O:3][C:4](=[O:24])[CH2:5][C:6]([N:8]([O:20][CH2:21][CH2:22][CH3:23])[C:9]1[CH:19]=[CH:18][CH:17]=[CH:16][C:10]=1[C:11]([O:13]CC)=O)=[O:7])[CH3:2].C(ON(C(=O)CC(OCC)=O)C1N=CC=CC=1C(OCC)=O)C1C=CC=CC=1. (10) Given the product [C:1]12([CH2:11][O:12][C:13]([NH:15][C@@H:16]([CH2:24][C:25]3[CH:26]=[CH:27][C:28]([O:31][CH2:32][CH2:33][CH2:34][C:35](=[O:37])[NH:41][C:42]4[NH:46][CH2:45][CH2:44][N:43]=4)=[CH:29][CH:30]=3)[C:17]([O:19][C:20]([CH3:22])([CH3:21])[CH3:23])=[O:18])=[O:14])[CH2:8][CH:7]3[CH2:9][CH:3]([CH2:4][CH:5]([CH2:6]3)[CH2:10]1)[CH2:2]2, predict the reactants needed to synthesize it. The reactants are: [C:1]12([CH2:11][O:12][C:13]([NH:15][C@@H:16]([CH2:24][C:25]3[CH:30]=[CH:29][C:28]([O:31][CH2:32][CH2:33][CH2:34][C:35]([O:37]CC)=O)=[CH:27][CH:26]=3)[C:17]([O:19][C:20]([CH3:23])([CH3:22])[CH3:21])=[O:18])=[O:14])[CH2:10][CH:5]3[CH2:6][CH:7]([CH2:9][CH:3]([CH2:4]3)[CH2:2]1)[CH2:8]2.Cl.[NH2:41][C:42]1[NH:43][CH2:44][CH2:45][N:46]=1.CC(C)([O-])C.[K+].